This data is from Full USPTO retrosynthesis dataset with 1.9M reactions from patents (1976-2016). The task is: Predict the reactants needed to synthesize the given product. (1) The reactants are: [C:1]([O:5][C:6](=[O:15])[NH:7][C:8]1([CH:13]=[O:14])[CH2:10][CH:9]1[CH:11]=[CH2:12])([CH3:4])([CH3:3])[CH3:2].[C:16]([N+:20]#[C-:21])([CH3:19])([CH3:18])[CH3:17].N1C=CC=CC=1.FC(F)(F)C(O)=[O:31]. Given the product [C:1]([O:5][C:6](=[O:15])[NH:7][C:8]1([CH:13]([C:21](=[O:31])[NH:20][C:16]([CH3:19])([CH3:18])[CH3:17])[OH:14])[CH2:10][CH:9]1[CH:11]=[CH2:12])([CH3:4])([CH3:2])[CH3:3], predict the reactants needed to synthesize it. (2) Given the product [NH2:25][C:24]1[C:23]2[C:18](=[N:19][CH:20]=[CH:21][CH:22]=2)[N:9]([O:8][CH2:1][C:2]2[CH:3]=[CH:4][CH:5]=[CH:6][CH:7]=2)[C:10](=[O:17])[C:11]=1[C:12]([O:14][CH2:15][CH3:16])=[O:13], predict the reactants needed to synthesize it. The reactants are: [CH2:1]([O:8][N:9]([C:18]1[C:23]([C:24]#[N:25])=[CH:22][CH:21]=[CH:20][N:19]=1)[C:10](=[O:17])[CH2:11][C:12]([O:14][CH2:15][CH3:16])=[O:13])[C:2]1[CH:7]=[CH:6][CH:5]=[CH:4][CH:3]=1.[O-]CC.[Na+]. (3) Given the product [C:1]([C:5]1[CH:12]=[CH:11][C:8]([CH:9]=[O:10])=[C:7]([O:13][S:23]([C:22]([F:41])([F:40])[F:21])(=[O:25])=[O:24])[CH:6]=1)([CH3:4])([CH3:2])[CH3:3], predict the reactants needed to synthesize it. The reactants are: [C:1]([C:5]1[CH:12]=[CH:11][C:8]([CH:9]=[O:10])=[C:7]([OH:13])[CH:6]=1)([CH3:4])([CH3:3])[CH3:2].C(N(CC)CC)C.[F:21][C:22]([F:41])([F:40])[S:23](N(C1C=CC=CN=1)[S:23]([C:22]([F:41])([F:40])[F:21])(=[O:25])=[O:24])(=[O:25])=[O:24]. (4) Given the product [N:1]1([CH2:6][CH2:7][N:8]2[CH2:9][CH2:10][N:11]([CH2:15][C:16]#[N:17])[CH2:12][CH2:13]2)[CH2:2][CH2:3][CH2:4][CH2:5]1, predict the reactants needed to synthesize it. The reactants are: [N:1]1([CH2:6][CH2:7][N:8]2[CH2:13][CH2:12][NH:11][CH2:10][CH2:9]2)[CH2:5][CH2:4][CH2:3][CH2:2]1.Br[CH2:15][C:16]#[N:17].